From a dataset of Catalyst prediction with 721,799 reactions and 888 catalyst types from USPTO. Predict which catalyst facilitates the given reaction. (1) Reactant: B(Br)(Br)Br.[Br:5][C:6]1[CH:11]=[C:10]([Cl:12])[CH:9]=[C:8]([O:13]C)[C:7]=1[Cl:15]. Product: [Br:5][C:6]1[C:7]([Cl:15])=[C:8]([OH:13])[CH:9]=[C:10]([Cl:12])[CH:11]=1. The catalyst class is: 46. (2) Reactant: [NH2:1][C:2]1[N:7]=[CH:6][N:5]=[C:4]2[N:8]([C@H:32]3[CH2:37][CH2:36][C@H:35]([N:38]4[CH2:43][CH2:42][N:41]([CH3:44])[CH2:40][CH2:39]4)[CH2:34][CH2:33]3)[N:9]=[C:10]([C:11]3[CH:16]=[CH:15][C:14]([NH:17][C:18]([C:20]4[N:21]([CH3:29])[C:22]5[C:27]([CH:28]=4)=[CH:26][CH:25]=[CH:24][CH:23]=5)=[O:19])=[C:13]([O:30][CH3:31])[CH:12]=3)[C:3]=12.[C:45]([OH:52])(=[O:51])/[CH:46]=[CH:47]\[C:48]([OH:50])=[O:49]. Product: [C:45]([OH:52])(=[O:51])/[CH:46]=[CH:47]\[C:48]([OH:50])=[O:49].[C:45]([OH:52])(=[O:51])/[CH:46]=[CH:47]\[C:48]([OH:50])=[O:49].[C:45]([OH:52])(=[O:51])/[CH:46]=[CH:47]\[C:48]([OH:50])=[O:49].[NH2:1][C:2]1[N:7]=[CH:6][N:5]=[C:4]2[N:8]([C@H:32]3[CH2:33][CH2:34][C@H:35]([N:38]4[CH2:43][CH2:42][N:41]([CH3:44])[CH2:40][CH2:39]4)[CH2:36][CH2:37]3)[N:9]=[C:10]([C:11]3[CH:16]=[CH:15][C:14]([NH:17][C:18]([C:20]4[N:21]([CH3:29])[C:22]5[C:27]([CH:28]=4)=[CH:26][CH:25]=[CH:24][CH:23]=5)=[O:19])=[C:13]([O:30][CH3:31])[CH:12]=3)[C:3]=12. The catalyst class is: 13. (3) The catalyst class is: 1. Product: [Cl:1][C:2]1[CH:3]=[C:4]2[C:9](=[CH:10][CH:11]=1)[CH:8]=[C:7]([S:12][C:14]([CH3:19])([CH3:13])[CH2:15][C:16]([OH:18])=[O:17])[CH:6]=[CH:5]2. Reactant: [Cl:1][C:2]1[CH:3]=[C:4]2[C:9](=[CH:10][CH:11]=1)[CH:8]=[C:7]([SH:12])[CH:6]=[CH:5]2.[CH3:13][C:14]([CH3:19])=[CH:15][C:16]([OH:18])=[O:17].C(N(CC)CC)C. (4) Reactant: Br[C:2]1[CH:3]=[CH:4][C:5]2[N:6]([C:8]([C:11]([O:13][CH2:14][CH3:15])=[O:12])=[CH:9][N:10]=2)[CH:7]=1.[C:16]([O:20][C:21]([CH3:24])([CH3:23])[CH3:22])(=[O:19])[CH:17]=[CH2:18].[B-](F)(F)(F)F.CC([PH+](C(C)(C)C)C(C)(C)C)(C)C.C1(CNCC2CCCCC2)CCCCC1. Product: [C:21]([O:20][C:16](=[O:19])[CH:17]=[CH:18][C:2]1[CH:3]=[CH:4][C:5]2[N:6]([C:8]([C:11]([O:13][CH2:14][CH3:15])=[O:12])=[CH:9][N:10]=2)[CH:7]=1)([CH3:24])([CH3:23])[CH3:22]. The catalyst class is: 12. (5) Reactant: [CH3:1][O:2][C:3]1[CH:4]=[C:5]2[C:10](=[CH:11][C:12]=1[O:13][CH3:14])[N:9]=[CH:8][CH:7]=[C:6]2[O:15][C:16]1[CH:22]=[CH:21][C:19]([NH2:20])=[CH:18][CH:17]=1.C1(C)C=CC=CC=1.C(N(CC)CC)C.Cl[C:38](Cl)([O:40][C:41](=[O:47])OC(Cl)(Cl)Cl)Cl.[F:49][C:50]([F:60])([F:59])[C:51]1[CH:58]=[CH:57][C:54](CO)=[CH:53][CH:52]=1. Product: [CH3:1][O:2][C:3]1[CH:4]=[C:5]2[C:10](=[CH:11][C:12]=1[O:13][CH3:14])[N:9]=[CH:8][CH:7]=[C:6]2[O:15][C:16]1[CH:22]=[CH:21][C:19]([NH:20][C:41](=[O:47])[O:40][CH2:38][C:54]2[CH:57]=[CH:58][C:51]([C:50]([F:60])([F:59])[F:49])=[CH:52][CH:53]=2)=[CH:18][CH:17]=1. The catalyst class is: 2.